Dataset: Full USPTO retrosynthesis dataset with 1.9M reactions from patents (1976-2016). Task: Predict the reactants needed to synthesize the given product. (1) Given the product [CH3:8][C:4]1[CH:5]=[CH:6][CH:7]=[C:2]([CH3:1])[C:3]=1[CH2:9][NH:10][C:11]1[C:12]2[N:13]([C:26]([CH3:30])=[C:27]([CH3:29])[N:28]=2)[CH:14]=[C:15]([C:32]2[N:37]=[C:36]([C:38]([O:40][CH3:41])=[O:39])[CH:35]=[CH:34][CH:33]=2)[CH:16]=1, predict the reactants needed to synthesize it. The reactants are: [CH3:1][C:2]1[CH:7]=[CH:6][CH:5]=[C:4]([CH3:8])[C:3]=1[CH2:9][NH:10][C:11]1[C:12]2[N:13]([C:26]([CH3:30])=[C:27]([CH3:29])[N:28]=2)[CH:14]=[C:15](B2OC(C)(C)C(C)(C)O2)[CH:16]=1.Br[C:32]1[N:37]=[C:36]([C:38]([O:40][CH3:41])=[O:39])[CH:35]=[CH:34][CH:33]=1.C(=O)([O-])[O-].[Cs+].[Cs+]. (2) Given the product [C:23]([O:22][C:20]([NH:19][CH:16]1[CH2:15][CH2:14][N:13]([S:10]([C:7]2[CH:8]=[CH:9][C:4]([C:3]([OH:28])=[O:2])=[C:5]([F:27])[CH:6]=2)(=[O:12])=[O:11])[CH2:18][CH2:17]1)=[O:21])([CH3:26])([CH3:24])[CH3:25], predict the reactants needed to synthesize it. The reactants are: C[O:2][C:3](=[O:28])[C:4]1[CH:9]=[CH:8][C:7]([S:10]([N:13]2[CH2:18][CH2:17][CH:16]([NH:19][C:20]([O:22][C:23]([CH3:26])([CH3:25])[CH3:24])=[O:21])[CH2:15][CH2:14]2)(=[O:12])=[O:11])=[CH:6][C:5]=1[F:27].O.[OH-].[Li+]. (3) Given the product [N:26]1([C:24]2[CH:23]=[CH:22][C:20]3[N:21]=[C:17]([O:16][CH:13]4[CH2:12][CH2:11][N:10]([C:7]5[N:8]=[CH:9][C:4]([CH2:1][CH2:2][CH3:3])=[CH:5][N:6]=5)[CH2:15][CH2:14]4)[S:18][C:19]=3[CH:25]=2)[CH2:31][CH2:30][NH:29][CH2:28][CH2:27]1, predict the reactants needed to synthesize it. The reactants are: [CH2:1]([C:4]1[CH:5]=[N:6][C:7]([N:10]2[CH2:15][CH2:14][CH:13]([O:16][C:17]3[S:18][C:19]4[CH:25]=[C:24]([N:26]5[CH2:31][CH2:30][N:29](C(OC(C)(C)C)=O)[CH2:28][CH2:27]5)[CH:23]=[CH:22][C:20]=4[N:21]=3)[CH2:12][CH2:11]2)=[N:8][CH:9]=1)[CH2:2][CH3:3].C(C1C=NC(N2CCC(OC3SC4C=C(C5CCNCC=5)C=CC=4N=3)CC2)=NC=1)CC. (4) Given the product [Br:26][C:11]1[CH:12]=[CH:13][C:8]([C:5]2[CH:6]=[CH:7][C:2]([Cl:1])=[CH:3][CH:4]=2)=[CH:9][C:10]=1[I:15], predict the reactants needed to synthesize it. The reactants are: [Cl:1][C:2]1[CH:7]=[CH:6][C:5]([C:8]2[CH:13]=[CH:12][C:11](N)=[C:10]([I:15])[CH:9]=2)=[CH:4][CH:3]=1.N([O-])=O.[Na+].C(OCC)(=O)C.[BrH:26]. (5) Given the product [ClH:32].[F:29][CH:2]([F:1])[C:3]1[CH:4]=[CH:5][C:6]([C:9]([F:28])([F:27])[CH2:10][N:11]2[CH2:12][CH2:13][CH:14]([NH:17][C:18]3[C:19]4[CH:26]=[CH:25][NH:24][C:20]=4[N:21]=[CH:22][N:23]=3)[CH2:15][CH2:16]2)=[N:7][CH:8]=1, predict the reactants needed to synthesize it. The reactants are: [F:1][CH:2]([F:29])[C:3]1[CH:4]=[CH:5][C:6]([C:9]([F:28])([F:27])[CH2:10][N:11]2[CH2:16][CH2:15][CH:14]([NH:17][C:18]3[C:19]4[CH:26]=[CH:25][NH:24][C:20]=4[N:21]=[CH:22][N:23]=3)[CH2:13][CH2:12]2)=[N:7][CH:8]=1.CO.[ClH:32].